Task: Predict the product of the given reaction.. Dataset: Forward reaction prediction with 1.9M reactions from USPTO patents (1976-2016) The product is: [O:13]=[S:8]1(=[O:14])[CH2:9][CH2:10][CH2:11][CH2:12][C@:7]1([CH2:15][C:16]([OH:18])=[O:17])[C:5]1[S:6][C:2]([C:27]#[C:26][C:28]2[CH:33]=[CH:32][CH:31]=[CH:30][CH:29]=2)=[CH:3][CH:4]=1. Given the reactants Br[C:2]1[S:6][C:5]([C@@:7]2([CH2:15][C:16]([OH:18])=[O:17])[CH2:12][CH2:11][CH2:10][CH2:9][S:8]2(=[O:14])=[O:13])=[CH:4][CH:3]=1.N(C(C)C)C(C)C.[C:26]([C:28]1[CH:33]=[CH:32][CH:31]=[CH:30][CH:29]=1)#[CH:27].Cl, predict the reaction product.